Dataset: HIV replication inhibition screening data with 41,000+ compounds from the AIDS Antiviral Screen. Task: Binary Classification. Given a drug SMILES string, predict its activity (active/inactive) in a high-throughput screening assay against a specified biological target. (1) The drug is CCCCCCCCCCNc1nc(F)nc(Nc2cc3ccc(OC)cc3oc2=O)n1. The result is 0 (inactive). (2) The compound is CC1=NN(C(=O)CC(=O)N(C(=O)c2ccccc2Cl)c2ccc(C)cc2)C(=O)C1N=Nc1ccc([N+](=O)[O-])cc1. The result is 0 (inactive). (3) The molecule is CC(=O)OC1COC(Nn2c(=O)[nH]c3ccccc3c2=O)C(OC(C)=O)C1OC(C)=O. The result is 0 (inactive). (4) The compound is CCOC(OCC)N1C(=O)C2(C(OCC)OCC)CC3C(OC(=O)N3N)c3cccc1c32. The result is 0 (inactive). (5) The drug is COc1ccccc1N=C1SCC(=O)N1Cc1ccco1. The result is 0 (inactive). (6) The drug is COc1cc2ccc(C(=O)O)cc2cc1OC. The result is 0 (inactive). (7) The molecule is CCCCCCCCCCCCCCCCP(=O)([O-])OCC[N+](C)(C)C. The result is 0 (inactive). (8) The compound is NC(=S)NN=C1COC(C(F)(F)F)(C(F)(F)F)C1. The result is 0 (inactive).